Dataset: Forward reaction prediction with 1.9M reactions from USPTO patents (1976-2016). Task: Predict the product of the given reaction. (1) Given the reactants [Cl:1][C:2]1[CH:7]=[CH:6][C:5]([S:8]([C:11]2[C:20]3[C:15](=[C:16]([F:22])[CH:17]=[CH:18][C:19]=3[F:21])[O:14][CH2:13][CH:12]=2)(=[O:10])=[O:9])=[CH:4][CH:3]=1.[NH2:23][CH2:24][CH2:25][CH2:26][OH:27].C([O-])([O-])=O.[Na+].[Na+].C(OCC)(=O)C, predict the reaction product. The product is: [Cl:1][C:2]1[CH:3]=[CH:4][C:5]([S:8]([CH:11]2[C:20]3[C:15](=[C:16]([F:22])[CH:17]=[CH:18][C:19]=3[F:21])[O:14][CH2:13][CH:12]2[NH:23][CH2:24][CH2:25][CH2:26][OH:27])(=[O:9])=[O:10])=[CH:6][CH:7]=1. (2) Given the reactants [CH3:1][O:2][C:3]1[CH:8]=[CH:7][C:6]([NH:9][C:10](=[S:27])[NH:11][CH2:12][CH2:13][NH:14][C:15](=[O:26])[C@H:16]([NH:19][C:20](=[O:25])[C:21]([F:24])([F:23])[F:22])[CH2:17][CH3:18])=[CH:5][CH:4]=1.[Br-].[Br-].[Br-].C([N+](C)(C)C)C1C=CC=CC=1.C([N+](C)(C)C)C1C=CC=CC=1.C([N+](C)(C)C)C1C=CC=CC=1, predict the reaction product. The product is: [CH3:1][O:2][C:3]1[CH:4]=[CH:5][C:6]2[N:9]=[C:10]([NH:11][CH2:12][CH2:13][NH:14][C:15](=[O:26])[C@@H:16]([NH:19][C:20](=[O:25])[C:21]([F:22])([F:23])[F:24])[CH2:17][CH3:18])[S:27][C:7]=2[CH:8]=1. (3) Given the reactants C[O:2][C:3](=[O:9])[CH2:4][CH2:5][CH2:6][CH2:7]Br.C(=O)([O-])[O-].[K+].[K+].[I-].[K+].[NH:18]1[CH2:23][CH2:22][CH2:21][CH2:20][CH2:19]1, predict the reaction product. The product is: [N:18]1([CH2:7][CH2:6][CH2:5][CH2:4][C:3]([OH:2])=[O:9])[CH2:23][CH2:22][CH2:21][CH2:20][CH2:19]1. (4) Given the reactants CC(OI1(OC(C)=O)(OC(C)=O)OC(=O)C2C=CC=CC1=2)=O.[OH:23][N:24]1[C:29]([CH3:31])([CH3:30])[CH2:28][CH:27]([CH2:32][OH:33])[CH2:26][C:25]1([CH3:35])[CH3:34].O, predict the reaction product. The product is: [OH:23][N:24]1[C:29]([CH3:30])([CH3:31])[CH2:28][CH:27]([CH:32]=[O:33])[CH2:26][C:25]1([CH3:35])[CH3:34]. (5) Given the reactants Br[C:2]1[N:7]2[CH:8]=[C:9](/[CH:11]=[CH:12]/[C:13]3[CH:22]=[CH:21][C:20]4[C:15](=[CH:16][CH:17]=[CH:18][CH:19]=4)[N:14]=3)[N:10]=[C:6]2[C:5]([N:23]2[CH2:28][CH2:27][O:26][CH2:25][CH2:24]2)=[N:4][CH:3]=1.CC1(C)C(C)(C)OB([C:37]2[CH:38]=[CH:39][C:40]([NH:43][C:44](=[O:50])[O:45][C:46]([CH3:49])([CH3:48])[CH3:47])=[N:41][CH:42]=2)O1, predict the reaction product. The product is: [C:46]([O:45][C:44](=[O:50])[NH:43][C:40]1[CH:39]=[CH:38][C:37]([C:2]2[N:7]3[CH:8]=[C:9](/[CH:11]=[CH:12]/[C:13]4[CH:22]=[CH:21][C:20]5[C:15](=[CH:16][CH:17]=[CH:18][CH:19]=5)[N:14]=4)[N:10]=[C:6]3[C:5]([N:23]3[CH2:28][CH2:27][O:26][CH2:25][CH2:24]3)=[N:4][CH:3]=2)=[CH:42][N:41]=1)([CH3:49])([CH3:47])[CH3:48]. (6) The product is: [C:15]1([C:7]([C:1]2[CH:2]=[CH:3][CH:4]=[CH:5][CH:6]=2)=[N:8][N:9]([C:10]2[NH:11][C:26](=[O:27])[O:13][N:12]=2)[CH3:14])[CH:16]=[CH:17][CH:18]=[CH:19][CH:20]=1. Given the reactants [C:1]1([C:7]([C:15]2[CH:20]=[CH:19][CH:18]=[CH:17][CH:16]=2)=[N:8][N:9]([CH3:14])/[C:10](=[N:12]\[OH:13])/[NH2:11])[CH:6]=[CH:5][CH:4]=[CH:3][CH:2]=1.C1N=CN([C:26](N2C=NC=C2)=[O:27])C=1, predict the reaction product.